This data is from Reaction yield outcomes from USPTO patents with 853,638 reactions. The task is: Predict the reaction yield, written as a fraction of the theoretical maximum amount of product (1.0 means a 100% yield; for example, 0.34 means a 34% yield). (1) The reactants are Br[CH2:2][CH2:3][S:4]([CH3:7])(=[O:6])=[O:5].C1([N:11]([C:21]2[CH:26]=[CH:25][C:24]([N+:27]([O-:29])=[O:28])=[CH:23][CH:22]=2)[C@H:12]2CC[N:14]([CH2:17][CH2:18]OC)[CH2:13]2)CC1.CCN(CC)CC. The catalyst is CC#N. The product is [CH3:7][S:4]([CH2:3][CH2:2][N:14]1[CH2:13][CH2:12][N:11]([C:21]2[CH:22]=[CH:23][C:24]([N+:27]([O-:29])=[O:28])=[CH:25][CH:26]=2)[CH2:18][CH2:17]1)(=[O:6])=[O:5]. The yield is 0.850. (2) The reactants are [C:1]([O:5][C:6]([NH:8][C:9]([CH3:15])([CH3:14])[CH2:10][C:11]([OH:13])=O)=[O:7])([CH3:4])([CH3:3])[CH3:2].CN(C(ON1N=NC2C=CC=CC1=2)=[N+](C)C)C.F[P-](F)(F)(F)(F)F.C(N(CC)CC)C.[NH:47]1[CH2:52][CH2:51][O:50][CH2:49][CH2:48]1.Cl. The catalyst is C(Cl)Cl. The product is [CH3:14][C:9]([NH:8][C:6](=[O:7])[O:5][C:1]([CH3:2])([CH3:3])[CH3:4])([CH2:10][C:11]([N:47]1[CH2:52][CH2:51][O:50][CH2:49][CH2:48]1)=[O:13])[CH3:15]. The yield is 0.590. (3) The reactants are [C:1]([C:4]1[S:5][CH:6]=[CH:7][CH:8]=1)(=O)C.[S:9]1[CH:13]=[CH:12][CH:11]=[C:10]1[C:14]([CH2:16][C:17]#[N:18])=[O:15].[CH2:19]([N:26]1CCC(=O)CC1)[C:20]1[CH:25]=[CH:24][CH:23]=[CH:22][CH:21]=1.N1CCOCC1.[S]. No catalyst specified. The product is [NH2:18][C:17]1[S:5][C:4]2[CH2:1][N:26]([CH2:19][C:20]3[CH:25]=[CH:24][CH:23]=[CH:22][CH:21]=3)[CH2:6][CH2:7][C:8]=2[C:16]=1[C:14]([C:10]1[S:9][CH:13]=[CH:12][CH:11]=1)=[O:15]. The yield is 0.780. (4) The product is [CH3:19][C:13]1[CH:14]=[CH:15][CH:16]=[C:17]2[C:12]=1[NH:11][C:2](=[O:4])[C:1](=[O:8])[NH:18]2. The reactants are [C:1]([O:8]CC)(=O)[C:2]([O:4]CC)=O.[NH2:11][C:12]1[C:17]([NH2:18])=[CH:16][CH:15]=[CH:14][C:13]=1[CH3:19]. The catalyst is FC(F)(F)S([O-])(=O)=O.[Yb+3].FC(F)(F)S([O-])(=O)=O.FC(F)(F)S([O-])(=O)=O.O. The yield is 0.780.